The task is: Predict which catalyst facilitates the given reaction.. This data is from Catalyst prediction with 721,799 reactions and 888 catalyst types from USPTO. Reactant: [H-].[H-].[H-].[H-].[Li+].[Al+3].[CH2:7]([N:9]1[C:17]2[C:16]([O:18]C)=[CH:15][C:14]([CH3:21])([CH3:20])[CH2:13][C:12]=2[C:11]([C:22](OCC)=[O:23])=[N:10]1)[CH3:8].Cl.C([O-])(O)=O.[Na+]. Product: [CH2:7]([N:9]1[C:17]2[C:16](=[O:18])[CH2:15][C:14]([CH3:20])([CH3:21])[CH2:13][C:12]=2[C:11]([CH2:22][OH:23])=[N:10]1)[CH3:8]. The catalyst class is: 1.